Dataset: Forward reaction prediction with 1.9M reactions from USPTO patents (1976-2016). Task: Predict the product of the given reaction. (1) Given the reactants S(Cl)(Cl)=O.[OH:5][C:6]1[CH:11]=[CH:10][C:9]([CH2:12][C:13]([OH:15])=O)=[CH:8][C:7]=1[N+:16]([O-:18])=[O:17].[CH2:19]([NH:22][CH2:23][CH2:24][CH3:25])[CH2:20][CH3:21], predict the reaction product. The product is: [CH2:19]([N:22]([CH2:23][CH2:24][CH3:25])[C:13](=[O:15])[CH2:12][C:9]1[CH:10]=[CH:11][C:6]([OH:5])=[C:7]([N+:16]([O-:18])=[O:17])[CH:8]=1)[CH2:20][CH3:21]. (2) Given the reactants [NH2:1][C:2]1[CH:3]=[C:4]([CH:14]=[CH:15][C:16]=1[F:17])[C:5]([NH:7][C:8]1[CH:13]=[CH:12][CH:11]=[CH:10][CH:9]=1)=[O:6].[C:18]1([Bi]([C:18]2[CH:23]=[CH:22][CH:21]=[CH:20][CH:19]=2)[C:18]2[CH:23]=[CH:22][CH:21]=[CH:20][CH:19]=2)[CH:23]=[CH:22][CH:21]=[CH:20][CH:19]=1.C([O-])(=O)C.C(N(CC)CC)C, predict the reaction product. The product is: [C:18]1([NH:1][C:2]2[CH:3]=[C:4]([CH:14]=[CH:15][C:16]=2[F:17])[C:5]([NH:7][C:8]2[CH:13]=[CH:12][CH:11]=[CH:10][CH:9]=2)=[O:6])[CH:23]=[CH:22][CH:21]=[CH:20][CH:19]=1. (3) Given the reactants C(O)(=O)/C(=C(\[CH:6]=[O:7])/Cl)/Cl.CC1C=CC(C(C)=O)=CC=1.[OH-].[Na+].Cl.[Cl:23][C:24]1[C:25](=[O:40])[O:26][CH:27]([CH2:30][C:31]([C:33]2[CH:38]=[CH:37][C:36](C)=[CH:35][CH:34]=2)=[O:32])[C:28]=1[Cl:29], predict the reaction product. The product is: [Cl:23][C:24]1[C:25](=[O:40])[O:26][CH:27]([CH2:30][C:31]([C:33]2[CH:34]=[CH:35][C:36]([O:7][CH3:6])=[CH:37][CH:38]=2)=[O:32])[C:28]=1[Cl:29]. (4) Given the reactants O[C@H:2]1[C@@H:6]([CH2:7][NH:8][C:9]([O:11][CH2:12][C:13]2[CH:18]=[CH:17][CH:16]=[CH:15][CH:14]=2)=[O:10])[CH2:5][N:4]([C:19]([O:21][C:22]([CH3:25])([CH3:24])[CH3:23])=[O:20])[CH2:3]1.CCN(S(F)(F)[F:32])CC.C([O-])([O-])=O.[Na+].[Na+], predict the reaction product. The product is: [F:32][C@@H:2]1[C@@H:6]([CH2:7][NH:8][C:9]([O:11][CH2:12][C:13]2[CH:18]=[CH:17][CH:16]=[CH:15][CH:14]=2)=[O:10])[CH2:5][N:4]([C:19]([O:21][C:22]([CH3:25])([CH3:24])[CH3:23])=[O:20])[CH2:3]1. (5) Given the reactants [C:1]([O:5][C:6]([NH:8][CH2:9][C:10]#[C:11][C:12]1[N:17]=[C:16]([CH3:18])[C:15]([C:19]([O:21][CH3:22])=[O:20])=[C:14]([NH:23][C:24]2[CH:25]=[C:26]([CH3:30])[CH:27]=[CH:28][CH:29]=2)[N:13]=1)=[O:7])([CH3:4])([CH3:3])[CH3:2], predict the reaction product. The product is: [C:1]([O:5][C:6]([NH:8][CH2:9][CH2:10][CH2:11][C:12]1[N:17]=[C:16]([CH3:18])[C:15]([C:19]([O:21][CH3:22])=[O:20])=[C:14]([NH:23][C:24]2[CH:25]=[C:26]([CH3:30])[CH:27]=[CH:28][CH:29]=2)[N:13]=1)=[O:7])([CH3:3])([CH3:4])[CH3:2]. (6) The product is: [CH3:21][O:20][C:16]1[CH:17]=[C:18]2[C:13](=[CH:14][CH:15]=1)[N:12]([CH3:22])[C:11]([C:8]1[N:6]3[N:7]=[C:2]([NH:76][C:75]4[CH:77]=[CH:78][C:79]([O:80][CH3:81])=[C:73]([O:72][CH3:71])[CH:74]=4)[CH:3]=[CH:4][C:5]3=[N:10][CH:9]=1)=[CH:19]2. Given the reactants Cl[C:2]1[CH:3]=[CH:4][C:5]2[N:6]([C:8]([C:11]3[N:12]([CH3:22])[C:13]4[C:18]([CH:19]=3)=[CH:17][C:16]([O:20][CH3:21])=[CH:15][CH:14]=4)=[CH:9][N:10]=2)[N:7]=1.CC1(C)C2C(=C(P(C3C=CC=CC=3)C3C=CC=CC=3)C=CC=2)OC2C(P(C3C=CC=CC=3)C3C=CC=CC=3)=CC=CC1=2.C(=O)([O-])[O-].[K+].[K+].[CH3:71][O:72][C:73]1[CH:74]=[C:75]([CH:77]=[CH:78][C:79]=1[O:80][CH3:81])[NH2:76], predict the reaction product. (7) Given the reactants C(O[C:6](=O)[N:7]([CH:9]([C:11]1[N:12](C2CCCCO2)[C:13]2[C:18]([N:19]=1)=[C:17]([N:20]1[CH2:25][CH2:24][O:23][CH2:22][CH2:21]1)[N:16]=[C:15]([Cl:26])[N:14]=2)[CH3:10])C)(C)(C)C.O.C1(C)C=CC(S(O)(=O)=O)=CC=1, predict the reaction product. The product is: [Cl:26][C:15]1[N:14]=[C:13]2[C:18]([N:19]=[C:11]([CH:9]([NH:7][CH3:6])[CH3:10])[NH:12]2)=[C:17]([N:20]2[CH2:21][CH2:22][O:23][CH2:24][CH2:25]2)[N:16]=1.